Dataset: Full USPTO retrosynthesis dataset with 1.9M reactions from patents (1976-2016). Task: Predict the reactants needed to synthesize the given product. (1) Given the product [C:34]([O:33][C:31]([N:28]1[CH2:27][CH2:26][C:25]2([N:21]([C:18]([C:7]3[CH:6]=[CH:5][C:4]([CH:1]4[CH2:2][CH2:3]4)=[C:9]([CH2:10][C:11]4[CH:12]=[CH:13][C:14]([F:17])=[CH:15][CH:16]=4)[N:8]=3)=[O:20])[CH2:22][CH2:23][CH2:24]2)[CH2:30][CH2:29]1)=[O:32])([CH3:37])([CH3:35])[CH3:36], predict the reactants needed to synthesize it. The reactants are: [CH:1]1([C:4]2[CH:5]=[CH:6][C:7]([C:18]([OH:20])=O)=[N:8][C:9]=2[CH2:10][C:11]2[CH:16]=[CH:15][C:14]([F:17])=[CH:13][CH:12]=2)[CH2:3][CH2:2]1.[NH:21]1[C:25]2([CH2:30][CH2:29][N:28]([C:31]([O:33][C:34]([CH3:37])([CH3:36])[CH3:35])=[O:32])[CH2:27][CH2:26]2)[CH2:24][CH2:23][CH2:22]1.CN(C(ON1N=NC2C=CC=CC1=2)=[N+](C)C)C.[B-](F)(F)(F)F.CCN(C(C)C)C(C)C. (2) Given the product [Cl:10][C:7]1[CH:8]=[CH:9][C:2]2[N:1]=[C:35]([N:33]3[CH2:32][CH:31]([NH:29][CH3:30])[CH2:34]3)[N:42]3[N:19]=[CH:18][N:5]=[C:4]3[C:3]=2[CH:6]=1, predict the reactants needed to synthesize it. The reactants are: [NH2:1][C:2]1[CH:9]=[CH:8][C:7]([Cl:10])=[CH:6][C:3]=1[C:4]#[N:5].NC1C([C:18]#[N:19])=C(F)C(Br)=CC=1.C(OC([N:29]([CH:31]1[CH2:34][NH:33][CH2:32]1)[CH3:30])=O)(C)(C)C.[C:35]([N:42]1CCNCC1)(OC(C)(C)C)=O. (3) Given the product [CH2:38]([NH:37][C:31](=[O:33])[C:30]1[CH:34]=[CH:35][CH:36]=[C:28]([S:27][CH2:26][C:16]2[C:17]3[CH2:18][CH2:19][CH2:20][C:21](=[O:25])[C:22]=3[CH:23]=[CH:24][C:15]=2[O:14][C@@H:7]([C:8]2[CH:13]=[CH:12][CH:11]=[CH:10][CH:9]=2)[CH2:6][N:1]2[CH:5]=[CH:4][N:3]=[CH:2]2)[CH:29]=1)[CH:39]=[CH2:40], predict the reactants needed to synthesize it. The reactants are: [N:1]1([CH2:6][C@@H:7]([O:14][C:15]2[CH:24]=[CH:23][C:22]3[C:21](=[O:25])[CH2:20][CH2:19][CH2:18][C:17]=3[C:16]=2[CH2:26][S:27][C:28]2[CH:29]=[C:30]([CH:34]=[CH:35][CH:36]=2)[C:31]([OH:33])=O)[C:8]2[CH:13]=[CH:12][CH:11]=[CH:10][CH:9]=2)[CH:5]=[CH:4][N:3]=[CH:2]1.[NH2:37][CH2:38][CH:39]=[CH2:40]. (4) Given the product [Br:7][C:5]1[N:6]=[C:2]([C:12]2[CH:13]=[CH:14][C:9]([OH:8])=[CH:10][CH:11]=2)[S:3][CH:4]=1, predict the reactants needed to synthesize it. The reactants are: Br[C:2]1[S:3][CH:4]=[C:5]([Br:7])[N:6]=1.[OH:8][C:9]1[CH:14]=[CH:13][C:12](B(O)O)=[CH:11][CH:10]=1. (5) Given the product [CH:1]1[C:10]2[C:5](=[CH:6][CH:7]=[CH:8][CH:9]=2)[CH:4]=[CH:3][C:2]=1[CH2:11][CH2:12][O:13][S:20]([C:17]1[CH:18]=[CH:19][C:14]([CH3:34])=[CH:15][CH:16]=1)(=[O:22])=[O:21], predict the reactants needed to synthesize it. The reactants are: [CH:1]1[C:10]2[C:5](=[CH:6][CH:7]=[CH:8][CH:9]=2)[CH:4]=[CH:3][C:2]=1[CH2:11][CH2:12][OH:13].[C:14]1([CH3:34])[CH:19]=[CH:18][C:17]([S:20](O[S:20]([C:17]2[CH:18]=[CH:19][C:14]([CH3:34])=[CH:15][CH:16]=2)(=[O:22])=[O:21])(=[O:22])=[O:21])=[CH:16][CH:15]=1.C(N(CC)CC)C. (6) The reactants are: C[Al](C)C.[NH2:5][C:6]1[CH:13]=[CH:12][C:9]([C:10]#[N:11])=[CH:8][N:7]=1.[Si:14]([O:31][CH2:32][CH2:33][O:34][CH2:35][C@H:36]([O:41][C:42]1[N:47]=[CH:46][N:45]=[C:44]2[N:48]([C:51]3[C:56]([Cl:57])=[CH:55][CH:54]=[CH:53][N:52]=3)[N:49]=[CH:50][C:43]=12)[C:37](OC)=[O:38])([C:27]([CH3:30])([CH3:29])[CH3:28])([C:21]1[CH:26]=[CH:25][CH:24]=[CH:23][CH:22]=1)[C:15]1[CH:20]=[CH:19][CH:18]=[CH:17][CH:16]=1. Given the product [Si:14]([O:31][CH2:32][CH2:33][O:34][CH2:35][C@H:36]([O:41][C:42]1[N:47]=[CH:46][N:45]=[C:44]2[N:48]([C:51]3[C:56]([Cl:57])=[CH:55][CH:54]=[CH:53][N:52]=3)[N:49]=[CH:50][C:43]=12)[C:37]([NH:5][C:6]1[CH:13]=[CH:12][C:9]([C:10]#[N:11])=[CH:8][N:7]=1)=[O:38])([C:27]([CH3:28])([CH3:29])[CH3:30])([C:21]1[CH:22]=[CH:23][CH:24]=[CH:25][CH:26]=1)[C:15]1[CH:20]=[CH:19][CH:18]=[CH:17][CH:16]=1, predict the reactants needed to synthesize it. (7) Given the product [CH3:23][C:20]([CH3:21])([CH3:22])[CH2:19][CH2:18][N:8]1[C:7](=[O:24])[C:6]([C:4]2[NH:25][C:26]3[CH:31]=[CH:30][C:29]([N+:32]([O-:34])=[O:33])=[CH:28][C:27]=3[S:35](=[O:37])(=[O:36])[N:38]=2)=[C:11]([OH:12])[C:10]([C:13]2[S:14][CH:15]=[CH:16][CH:17]=2)=[N:9]1, predict the reactants needed to synthesize it. The reactants are: C(O[C:4]([C:6]1[C:7](=[O:24])[N:8]([CH2:18][CH2:19][C:20]([CH3:23])([CH3:22])[CH3:21])[N:9]=[C:10]([C:13]2[S:14][CH:15]=[CH:16][CH:17]=2)[C:11]=1[OH:12])=O)C.[NH2:25][C:26]1[CH:31]=[CH:30][C:29]([N+:32]([O-:34])=[O:33])=[CH:28][C:27]=1[S:35]([NH2:38])(=[O:37])=[O:36].C1CCN2C(=NCCC2)CC1.